This data is from Full USPTO retrosynthesis dataset with 1.9M reactions from patents (1976-2016). The task is: Predict the reactants needed to synthesize the given product. (1) Given the product [CH3:60][N:40]([CH3:39])[CH:41]1[CH2:46][CH2:45][N:44]([C:47](=[O:59])[CH2:48][CH2:49][C:50]2[N:51]([CH2:55][C:56]([O:38][CH2:37][CH:34]3[CH2:36][CH2:35]3)=[O:57])[CH:52]=[CH:53][N:54]=2)[CH2:43][CH2:42]1, predict the reactants needed to synthesize it. The reactants are: C(N(C(C)C)CC)(C)C.CN(C(ON1N=NC2C=CC=CC1=2)=[N+](C)C)C.F[P-](F)(F)(F)(F)F.[CH:34]1([CH2:37][OH:38])[CH2:36][CH2:35]1.[CH3:39][N:40]([CH3:60])[CH:41]1[CH2:46][CH2:45][N:44]([C:47](=[O:59])[CH2:48][CH2:49][C:50]2[N:51]([CH2:55][C:56](O)=[O:57])[CH:52]=[CH:53][N:54]=2)[CH2:43][CH2:42]1. (2) Given the product [C:1]([O:5][C:6](=[O:34])[NH:7][C:8]1([C:12]2[CH:17]=[CH:16][C:15]([C:18]3[C:19]([C:28]4[CH:33]=[CH:32][CH:31]=[CH:30][CH:29]=4)=[CH:20][C:21]4[N:22]([C:24]([C:14]5[CH:15]=[CH:16][CH:17]=[C:12]([C:8]#[N:7])[CH:13]=5)=[CH:25][N:26]=4)[N:23]=3)=[CH:14][CH:13]=2)[CH2:11][CH2:10][CH2:9]1)([CH3:4])([CH3:3])[CH3:2], predict the reactants needed to synthesize it. The reactants are: [C:1]([O:5][C:6](=[O:34])[NH:7][C:8]1([C:12]2[CH:17]=[CH:16][C:15]([C:18]3[C:19]([C:28]4[CH:33]=[CH:32][CH:31]=[CH:30][CH:29]=4)=[CH:20][C:21]4[N:22]([C:24](Br)=[CH:25][N:26]=4)[N:23]=3)=[CH:14][CH:13]=2)[CH2:11][CH2:10][CH2:9]1)([CH3:4])([CH3:3])[CH3:2]. (3) Given the product [CH2:41]([O:43][C:44](=[O:51])[CH:45]([C:16]1[CH:21]=[CH:20][C:19]([CH:22]2[CH2:27][CH2:26][CH2:25][CH:24]([NH:28][C@@H:29]([C:31]3[C:40]4[C:35](=[CH:36][CH:37]=[CH:38][CH:39]=4)[CH:34]=[CH:33][CH:32]=3)[CH3:30])[CH2:23]2)=[CH:18][CH:17]=1)[C:46]([O:48][CH2:49][CH3:50])=[O:47])[CH3:42], predict the reactants needed to synthesize it. The reactants are: IC1C=CC(C2CCCC(=O)C2)=CC=1.I[C:16]1[CH:21]=[CH:20][C:19]([CH:22]2[CH2:27][CH2:26][CH2:25][CH:24]([NH:28][CH:29]([C:31]3[C:40]4[C:35](=[CH:36][CH:37]=[CH:38][CH:39]=4)[CH:34]=[CH:33][CH:32]=3)[CH3:30])[CH2:23]2)=[CH:18][CH:17]=1.[CH2:41]([O:43][C:44](=[O:51])[CH2:45][C:46]([O:48][CH2:49][CH3:50])=[O:47])[CH3:42].OC1C=CC=CC=1C1C=CC=CC=1. (4) Given the product [Cl-:1].[CH:2]1([O:8][C:9]([C:11]2[N:12]=[C:13]([CH:16]3[CH2:17][CH2:18][NH2+:19][CH2:20][CH2:21]3)[S:14][CH:15]=2)=[O:10])[CH2:7][CH2:6][CH2:5][CH2:4][CH2:3]1, predict the reactants needed to synthesize it. The reactants are: [ClH:1].[CH:2]1([O:8][C:9]([C:11]2[N:12]=[C:13]([CH:16]3[CH2:21][CH2:20][N:19](C(OC(C)(C)C)=O)[CH2:18][CH2:17]3)[S:14][CH:15]=2)=[O:10])[CH2:7][CH2:6][CH2:5][CH2:4][CH2:3]1. (5) Given the product [F:1][C:2]1[CH:7]=[CH:6][C:5]([O:8][CH3:9])=[CH:4][C:3]=1[O:10][C:12]1[CH:13]=[CH:14][C:15]([N+:27]([O-:29])=[O:28])=[C:16]([CH2:18][NH:19][C:20](=[O:26])[O:21][C:22]([CH3:25])([CH3:23])[CH3:24])[CH:17]=1, predict the reactants needed to synthesize it. The reactants are: [F:1][C:2]1[CH:7]=[CH:6][C:5]([O:8][CH3:9])=[CH:4][C:3]=1[OH:10].Cl[C:12]1[CH:13]=[CH:14][C:15]([N+:27]([O-:29])=[O:28])=[C:16]([CH2:18][NH:19][C:20](=[O:26])[O:21][C:22]([CH3:25])([CH3:24])[CH3:23])[CH:17]=1.[H-].[Na+]. (6) The reactants are: [F:1][C:2]1[CH:3]=[C:4]([C@:13]2([NH:23][C:24](=[O:36])[NH:25][C:26]3[CH:35]=[CH:34][C:29]([C:30]([O:32]C)=[O:31])=[CH:28][CH:27]=3)[C:18]3=[N:19][CH:20]=[CH:21][CH:22]=[C:17]3[O:16][CH2:15][CH2:14]2)[CH:5]=[CH:6][C:7]=1[O:8][C:9]([F:12])([F:11])[F:10].CO.[Li+].[OH-].Cl. Given the product [F:1][C:2]1[CH:3]=[C:4]([C@:13]2([NH:23][C:24](=[O:36])[NH:25][C:26]3[CH:35]=[CH:34][C:29]([C:30]([OH:32])=[O:31])=[CH:28][CH:27]=3)[C:18]3=[N:19][CH:20]=[CH:21][CH:22]=[C:17]3[O:16][CH2:15][CH2:14]2)[CH:5]=[CH:6][C:7]=1[O:8][C:9]([F:12])([F:10])[F:11], predict the reactants needed to synthesize it. (7) Given the product [C:3]1([C:23]2[CH:24]=[CH:25][CH:26]=[CH:27][CH:28]=2)[C:4]([C:9]([N:11]2[CH2:16][CH2:15][N:14]([C:17](=[O:22])[C:18]([O:21][CH3:29])([CH3:20])[CH3:19])[CH2:13][CH2:12]2)=[O:10])=[CH:5][CH:6]=[CH:7][CH:8]=1, predict the reactants needed to synthesize it. The reactants are: [H-].[Na+].[C:3]1([C:23]2[CH:28]=[CH:27][CH:26]=[CH:25][CH:24]=2)[C:4]([C:9]([N:11]2[CH2:16][CH2:15][N:14]([C:17](=[O:22])[C:18]([OH:21])([CH3:20])[CH3:19])[CH2:13][CH2:12]2)=[O:10])=[CH:5][CH:6]=[CH:7][CH:8]=1.[CH3:29]I. (8) The reactants are: [F:1][C:2]1([F:25])[CH2:7][CH2:6][CH:5]([CH2:8][C:9]2[N:13]3[C:14]([CH3:21])=[CH:15][C:16]([C:18]([OH:20])=O)=[CH:17][C:12]3=[N:11][C:10]=2[CH:22]([CH3:24])[CH3:23])[CH2:4][CH2:3]1.Cl.[NH2:27][CH:28]1[CH2:33][CH2:32][O:31][CH2:30][CH2:29]1. Given the product [F:25][C:2]1([F:1])[CH2:7][CH2:6][CH:5]([CH2:8][C:9]2[N:13]3[C:14]([CH3:21])=[CH:15][C:16]([C:18]([NH:27][CH:28]4[CH2:33][CH2:32][O:31][CH2:30][CH2:29]4)=[O:20])=[CH:17][C:12]3=[N:11][C:10]=2[CH:22]([CH3:23])[CH3:24])[CH2:4][CH2:3]1, predict the reactants needed to synthesize it. (9) Given the product [Cl:18][C:14]1[CH:13]=[C:12]2[C:17](=[CH:16][CH:15]=1)[N:9]([CH2:8][C:7]1[CH:28]=[CH:29][C:41]([N:40]([CH3:43])[CH3:39])=[CH:5][C:6]=1[O:30][CH3:31])[C:32](=[O:35])[C:11]2([C:20]1[CH:25]=[CH:24][CH:23]=[CH:22][C:21]=1[Cl:26])[CH3:10], predict the reactants needed to synthesize it. The reactants are: CI.NC1[CH:29]=[CH:28][C:7]([CH2:8][N:9]2[C:17]3[C:12](=[CH:13][C:14]([Cl:18])=[CH:15][CH:16]=3)[C:11]([C:20]3[CH:25]=[CH:24][CH:23]=[CH:22][C:21]=3[Cl:26])(C)[C:10]2=O)=[C:6]([O:30][CH3:31])[CH:5]=1.[C:32](=[O:35])([O-])[O-].[K+].[K+].O.[CH3:39][N:40]([CH3:43])[CH:41]=O. (10) Given the product [OH:49][CH2:48][C:37]([CH2:36][OH:55])([CH2:50][OH:51])[CH2:38][N:39]1[CH:46]=[C:45]([F:47])[C:43](=[O:44])[NH:42][C:40]1=[O:41], predict the reactants needed to synthesize it. The reactants are: CCCC[N+](CCCC)(CCCC)CCCC.[F-].[Si]([CH2:36][C:37]([CH2:50][OH:51])([CH2:48][OH:49])[CH2:38][N:39]1[CH:46]=[C:45]([F:47])[C:43](=[O:44])[NH:42][C:40]1=[O:41])(C(C)(C)C)(C1C=CC=CC=1)C1C=CC=CC=1.C1C[O:55]CC1.